From a dataset of Reaction yield outcomes from USPTO patents with 853,638 reactions. Predict the reaction yield, written as a fraction of the theoretical maximum amount of product (1.0 means a 100% yield; for example, 0.34 means a 34% yield). (1) The product is [Br:1][C:2]1[C:7]([NH:8][C:25](=[O:26])[O:27][C:28]([CH3:31])([CH3:30])[CH3:29])=[CH:6][CH:5]=[C:4]([C:9]2[CH:14]=[CH:13][CH:12]=[CH:11][CH:10]=2)[N:3]=1. The catalyst is C1COCC1.O. The reactants are [Br:1][C:2]1[C:7]([NH2:8])=[CH:6][CH:5]=[C:4]([C:9]2[CH:14]=[CH:13][CH:12]=[CH:11][CH:10]=2)[N:3]=1.C[Si]([N-][Si](C)(C)C)(C)C.[Na+].[C:25](O[C:25]([O:27][C:28]([CH3:31])([CH3:30])[CH3:29])=[O:26])([O:27][C:28]([CH3:31])([CH3:30])[CH3:29])=[O:26]. The yield is 0.780. (2) The product is [NH2:23][C:2]1[CH:7]=[CH:6][C:5]([N:8]2[C:16]3[C:15]([OH:17])=[C:14]([C:18]#[N:19])[C:13](=[O:20])[NH:12][C:11]=3[CH:10]=[C:9]2[Cl:21])=[CH:4][CH:3]=1. The reactants are Br[C:2]1[CH:7]=[CH:6][C:5]([N:8]2[C:16]3[C:15]([OH:17])=[C:14]([C:18]#[N:19])[C:13](=[O:20])[NH:12][C:11]=3[CH:10]=[C:9]2[Cl:21])=[CH:4][CH:3]=1.[OH-].[NH4+:23]. The catalyst is CN(C=O)C.[Cu]I. The yield is 0.680.